Dataset: NCI-60 drug combinations with 297,098 pairs across 59 cell lines. Task: Regression. Given two drug SMILES strings and cell line genomic features, predict the synergy score measuring deviation from expected non-interaction effect. (1) Drug 1: CCC1(CC2CC(C3=C(CCN(C2)C1)C4=CC=CC=C4N3)(C5=C(C=C6C(=C5)C78CCN9C7C(C=CC9)(C(C(C8N6C=O)(C(=O)OC)O)OC(=O)C)CC)OC)C(=O)OC)O.OS(=O)(=O)O. Drug 2: C1C(C(OC1N2C=NC3=C(N=C(N=C32)Cl)N)CO)O. Cell line: CAKI-1. Synergy scores: CSS=39.7, Synergy_ZIP=-2.95, Synergy_Bliss=-3.14, Synergy_Loewe=-3.40, Synergy_HSA=-1.31. (2) Drug 1: CCN(CC)CCNC(=O)C1=C(NC(=C1C)C=C2C3=C(C=CC(=C3)F)NC2=O)C. Drug 2: C(CCl)NC(=O)N(CCCl)N=O. Cell line: OVCAR-8. Synergy scores: CSS=4.79, Synergy_ZIP=-1.55, Synergy_Bliss=-1.29, Synergy_Loewe=0.998, Synergy_HSA=-0.651. (3) Drug 1: C1CC(CNC1)C2=CC=C(C=C2)N3C=C4C=CC=C(C4=N3)C(=O)N. Drug 2: CC(C)(C#N)C1=CC=C(C=C1)N2C3=C4C=C(C=CC4=NC=C3N(C2=O)C)C5=CC6=CC=CC=C6N=C5. Cell line: SW-620. Synergy scores: CSS=64.9, Synergy_ZIP=-0.468, Synergy_Bliss=-1.68, Synergy_Loewe=-1.99, Synergy_HSA=4.79. (4) Drug 1: COC1=C(C=C2C(=C1)N=CN=C2NC3=CC(=C(C=C3)F)Cl)OCCCN4CCOCC4. Drug 2: CC12CCC3C(C1CCC2O)C(CC4=C3C=CC(=C4)O)CCCCCCCCCS(=O)CCCC(C(F)(F)F)(F)F. Cell line: SR. Synergy scores: CSS=36.2, Synergy_ZIP=3.59, Synergy_Bliss=4.35, Synergy_Loewe=-1.42, Synergy_HSA=2.28. (5) Drug 1: CC1OCC2C(O1)C(C(C(O2)OC3C4COC(=O)C4C(C5=CC6=C(C=C35)OCO6)C7=CC(=C(C(=C7)OC)O)OC)O)O. Drug 2: CCC1(CC2CC(C3=C(CCN(C2)C1)C4=CC=CC=C4N3)(C5=C(C=C6C(=C5)C78CCN9C7C(C=CC9)(C(C(C8N6C=O)(C(=O)OC)O)OC(=O)C)CC)OC)C(=O)OC)O.OS(=O)(=O)O. Cell line: NCIH23. Synergy scores: CSS=55.4, Synergy_ZIP=-2.44, Synergy_Bliss=2.67, Synergy_Loewe=4.92, Synergy_HSA=5.37. (6) Drug 1: CC1=C(C=C(C=C1)NC2=NC=CC(=N2)N(C)C3=CC4=NN(C(=C4C=C3)C)C)S(=O)(=O)N.Cl. Drug 2: CC1=CC=C(C=C1)C2=CC(=NN2C3=CC=C(C=C3)S(=O)(=O)N)C(F)(F)F. Cell line: UO-31. Synergy scores: CSS=13.4, Synergy_ZIP=1.02, Synergy_Bliss=3.13, Synergy_Loewe=4.79, Synergy_HSA=5.85. (7) Drug 1: C1CCC(C(C1)N)N.C(=O)(C(=O)[O-])[O-].[Pt+4]. Drug 2: C(CCl)NC(=O)N(CCCl)N=O. Cell line: ACHN. Synergy scores: CSS=14.0, Synergy_ZIP=1.06, Synergy_Bliss=5.73, Synergy_Loewe=-8.62, Synergy_HSA=3.24.